The task is: Predict the reactants needed to synthesize the given product.. This data is from Full USPTO retrosynthesis dataset with 1.9M reactions from patents (1976-2016). The reactants are: Cl[CH2:2][C:3]1[CH:22]=[CH:21][C:6]([O:7][CH2:8][C:9]2[N:10]=[C:11]([C:15]3[CH:20]=[CH:19][CH:18]=[CH:17][CH:16]=3)[O:12][C:13]=2[CH3:14])=[CH:5][CH:4]=1.[OH:23][C:24]1[CH:37]=[C:36]([OH:38])[CH:35]=[CH:34][C:25]=1[C:26]([C:28]1[CH:33]=[CH:32][CH:31]=[CH:30][CH:29]=1)=[O:27].C(=O)([O-])[O-].[K+].[K+].CC(C)=O. Given the product [C:26]([C:25]1[CH:34]=[CH:35][C:36]([O:38][CH2:2][C:3]2[CH:22]=[CH:21][C:6]([O:7][CH2:8][C:9]3[N:10]=[C:11]([C:15]4[CH:20]=[CH:19][CH:18]=[CH:17][CH:16]=4)[O:12][C:13]=3[CH3:14])=[CH:5][CH:4]=2)=[CH:37][C:24]=1[OH:23])(=[O:27])[C:28]1[CH:29]=[CH:30][CH:31]=[CH:32][CH:33]=1, predict the reactants needed to synthesize it.